Dataset: B-cell epitopes from IEDB database with 3,159 antigens for binding position prediction. Task: Token-level Classification. Given an antigen amino acid sequence, predict which amino acid positions are active epitope sites capable of antibody binding. Output is a list of indices for active positions. (1) Given the antigen sequence: NLLQFGFMIRCANRRSRPVWHYMDYGCYCGKGGSGTPVDDLDRCCQVHDECYGEAVRRFGCAPYWTLYSWKCYGKAPTCNTKTRCQRFVCRCDAKAAECFARSPYQNSNWNINTKARCR, which amino acid positions are active epitope sites? The epitope positions are: [24, 25, 26, 27, 28, 29, 30, 31, 32]. The amino acids at these positions are: YGCYCGKGG. (2) Given the antigen sequence: MEARLLVLLCAFAATNADTICIGYHANNSTDTVDTVLEKNVTVTHSVNLLEDSHNGKLCKLKGIAPLQLGKCNIAGWLLGNPECDLLLTASSWSYIVETSNSENGTCYPGDFIDYEELREQLSSVSSFEKFEIFPKTSSWPNHETTKGVTAACSYAGASSFYRNLLWLTKKGSSYPKLSKSYVNNKGKEVLVLWGVHHPPTGTDQQSLYQNADAYVSVGSSKYNRRFTPEIAARPKVRDQAGRMNYYWTLLEPGDTITFEATGNLIAPWYAFALNRGSGSGIITSDAPVHDCNTKCQTPHGAINSSLPFQNIHPVTIGECPKYVRSTKLRMATGLRNIPSIQSRGLFGAIAGFIEGGWTGMIDGWYGYHHQNEQGSGYAADQKSTQNAIDGITNKVNSVIEKMNTQFTAVGKEFNNLERRIENLNKKVDDGFLDIWTYNAELLVLLENERTLDFHDSNVRNLYEKVKSQLKNNAKEIGNGCFEFYHKCDDACMESVRNGT..., which amino acid positions are active epitope sites? The epitope positions are: [382, 383, 384, 385, 386, 387, 388, 389, 390, 391, 392, 393, 394, 395, 396, 397, 398, 399, 400, 401]. The amino acids at these positions are: KSTQNAIDGITNKVNSVIEK. (3) Given the antigen sequence: MKKTLAALIVGAFAASAANAAVVYNNEGTNVELGGRLSIIAEQSNSTVDNQKQQHGALRNQGSRFHIKATHNFGDGFYAQGYLETRFVTKASENGSDNFGDITSKYAYVTLGNKAFGEVKLGRAKTIADGITSAEDKEYGVLNNSDYIPTSGNTVGYTFKGIDGLVLGANYLLAQKREGAKNTNKQPNDKAGEVRIGEINNGIQVGAKYDANDIVAKIAYGRTNYKYNEADEHTQQLNGVLATLGYRFSDLGLLVSLDSGYAKTKNYKTKHEKRYFVSPGFQYELMEDTNVYGNFKYERTSVDQGEKTREQAVLFGVDHKLHKQLLTYIEGAYARTKTTNGGVKTEKEKSVGVGLRVYF, which amino acid positions are active epitope sites? The epitope positions are: [135, 136, 137, 138, 139, 140, 141, 142, 143, 144, 145]. The amino acids at these positions are: DKEYGVLNNSD. (4) Given the antigen sequence: MKTLHKTVSKAIAATAVAAAAAMIPAGVANATVLDSGSSSAILNSGAGSGIVGSGSYDSSTTSLNLQKDEPNGRASDTAGQEQQYDVHGDVISAVVYQRFHVFGPEGKVFDGDAGGLTLPGAGAFWGTLFTNDLQRLYKDTVSFQYNAVGPYLNINFFDSSGSFLGHIQSGGVSTVVGVGGGSGSWHNA, which amino acid positions are active epitope sites? The epitope positions are: [91, 92, 93, 94, 95, 96, 97, 98, 99, 100, 101]. The amino acids at these positions are: ISAVVYQRFHV. (5) Given the antigen sequence: MDSRPQKIWMAPSLTESDMDYHKILTAGLSVQQGIVRQRVIPVYQVNNLEEICQLIIQAFEAGVDFQESADSFLLMLCLHHAYQGDYKLFLESGAVKYLEGHGFRFEVKKRDGVKRLEELLPAVSSGKNIKRTLAAMPEEETTEANAGQFLSFASLFLPKLVVGEKACLEKVQRQIQVHAEQGLIQYPTAWQSVGHMMVIFRLMRTNFLIKFLLIHQGMHMVAGHDANDAVISNSVAQARFSGLLIVKTVLDHILQKTERGVRLHPLARTAKVKNEVNSFKAALSSLAKHGEYAPFARLLNLSGVNNLEHGLFPQLSAIALGVATAHGSTLAGVNVGEQYQQLREAATEAEKQLQQYAESRELDHLGLDDQEKKILMNFHQKKNEISFQQTNAMVTLRKERLAKLTEAITAASLPKTSGHYDDDDDIPFPGPINDDDNPGHQDDDPTDSQDTTIPDVVVDPDDGSYGEYQSYSENGMNAPDDLVLFDLDEDDEDTKPVPN..., which amino acid positions are active epitope sites? The epitope positions are: [610, 611, 612, 613, 614, 615, 616, 617, 618, 619, 620, 621, 622, 623, 624, 625, 626, 627, 628, 629]. The amino acids at these positions are: YRDHSEKKELPQDEQQDQDH. (6) The epitope positions are: [331, 332, 333, 334, 335, 336, 337, 338, 339, 340, 341, 342, 343, 344, 345, 346, 347, 348, 349]. The amino acids at these positions are: RQEIRKAWVKGMPYMDFSK. Given the antigen sequence: MASEFGILMTNEKFDPSLEKTICDVIVTKKGRVKHKEVDGVCGYEWDETNHRFGLCEVEHDMSISEFMYNEIRCEGAYPIFPRYIIDTLKYEKFIDRNDHQIRVDRDDNEMRKILIQPYAGEMYFSPECYPSVFLRREARSQKLDRIRNYIGKRVEFYEEESKRKAILDQNKMSKVEQWRDAVNERIVSIEPKRGECYDHGTDIIYQFIKKLRFGMMYPHYYVLPSDYCIVPNKGGTSIGSWHIRKRTEGDAKVSAMYSGKGPLNDLRVKIERDDLSRETIIQIIEYGKKFNSSAGDKQGNISIEKLVEYFDFLTTFVHAKKKEEGEDDTARQEIRKAWVKGMPYMDFSKPMKITRGFNRNMLFLAALDSFRKRNGVDVDPNKGKWKEHIKEVTEKLKKALTENGGQPCQVSIDGVNVLTNVDYGTVNHWIDWVTDIIMVVQTKRLVKEYAFKKLKSENLLAGMNSLVGVLRCYMYCLALAIYDFYEGTIDGFKKGSNAS..., which amino acid positions are active epitope sites? (7) Given the antigen sequence: MEKIVLLLAIVSLVKSDQICIGYHANNSTEQVDTIMEKNVTVTHAQDILEKTHNGKLCDLDGVKPLILRDCSVAGWLLGNPMCDEFINVPEWSYIVEKANPTNDLCYPGSFNDYEELKHLLSRINHFEKIQIIPKSSWSDHEASSGVSSACPYLGSPSFFRNVVWLIKKNSTYPTIKKSYNNTNQEDLLVLWGIHHPNDAAEQTRLYQNPTTYISIGTSTLNQRLVPKIATRSKVNGQSGRMEFFWAILKPNDAINFESNGNFIAPEYAYKIVKKGDSAIMKSELEYGNCNTKCQTPMGAINSSMPFHNIHPLTIGECPKYVKSNRLVLATGLRNSPQRESRRKKRGLFGAIAGFIEGGWQGMVDGWYGYHHSNEQGSGYAADKESTQKAIDGVTNKVNSIIDKMNTQFEAVGREFNNLERRIENLNKKMEDGFLDVWTYNAELLVLMENERTLDFHDSNVKNLYDKVRLQLRDNAKELGNGCFEFYHKCDNECMESIRN..., which amino acid positions are active epitope sites? The epitope positions are: [259, 260, 261, 262, 263, 264, 265, 266, 267, 268, 269, 270, 271]. The amino acids at these positions are: NGNFIAPEYAYKI. (8) Given the antigen sequence: MSTNPKPQRKTKRNIHRRPQDVKFPGGGQIVGGVYLLPRRGPTLGVRATRKTSERSQPRGRRQPIPKARRPEGRTWAQPGYPWPLYGNEGLGWAGWLLSPRGSRPNWGPTDPRRRSRNLGKVIDTLTCGFADLMGYIPLVGAPLGGVARALAHGVRVLEDGVNYATGNLPGCSFSIFLLALLSCLTIPASAYEVRNVSGVYHVTNDCSNSSIVYEAADMIMHTPGCVPCVRENNSSRCWVALTPTLAARNASVPTTTIRRHVDLLVGAATFCSAMYVGDLCGSVFLVSQLFTFSPRRHETVQECNCSLYPGHVSGHRMAWDMMMNWSPTTALVVSQLLRIPQAVVDMVAGAHWGVLAGLAYYSMVGNWAKVLIVMLLFAGVDGGTHVTGGRVAYNTRGLTSIFTPGACQNIQLINTNGSWHINRTALNCNDSLHTGFLAALFYTHKFNSSGCRERLASCRPLDQFAQGWGPITYVEPDSPDQRPYCWHYAPRKCGIVPAS..., which amino acid positions are active epitope sites? The epitope positions are: [306, 307, 308, 309, 310, 311, 312, 313, 314, 315, 316, 317, 318, 319]. The amino acids at these positions are: SLYPGHVSGHRMAW.